This data is from Catalyst prediction with 721,799 reactions and 888 catalyst types from USPTO. The task is: Predict which catalyst facilitates the given reaction. (1) Reactant: CO.CN(C)C[CH:6]1[CH2:15][CH2:14][C:13]2[C:8](=[CH:9][CH:10]=[CH:11][CH:12]=2)[CH2:7]1.[CH3:17][NH:18][CH3:19]. Product: [CH3:17][N:18]([CH3:19])[CH:6]1[CH2:15][CH2:14][C:13]2[C:8](=[CH:9][CH:10]=[CH:11][CH:12]=2)[CH2:7]1. The catalyst class is: 7. (2) Reactant: C[O:2][C:3](=[O:43])[C:4]1[CH:9]=[CH:8][C:7]([NH:10][C:11]([C@H:13]2[C@H:17]([C:18]3[CH:23]=[CH:22][CH:21]=[C:20]([Cl:24])[C:19]=3[F:25])[C@:16]([C:28]3[CH:33]=[CH:32][C:31]([Cl:34])=[CH:30][C:29]=3[F:35])([C:26]#[N:27])[C@H:15]([CH2:36][C:37]([CH3:40])([CH3:39])[CH3:38])[N:14]2[CH2:41][CH3:42])=[O:12])=[CH:6][CH:5]=1.[Li+].[OH-]. Product: [Cl:24][C:20]1[C:19]([F:25])=[C:18]([C@@H:17]2[C@:16]([C:28]3[CH:33]=[CH:32][C:31]([Cl:34])=[CH:30][C:29]=3[F:35])([C:26]#[N:27])[C@H:15]([CH2:36][C:37]([CH3:40])([CH3:38])[CH3:39])[N:14]([CH2:41][CH3:42])[C@H:13]2[C:11]([NH:10][C:7]2[CH:6]=[CH:5][C:4]([C:3]([OH:43])=[O:2])=[CH:9][CH:8]=2)=[O:12])[CH:23]=[CH:22][CH:21]=1. The catalyst class is: 87. (3) Reactant: [NH2:1][C:2]1[CH:7]=[CH:6][C:5]([SH:8])=[CH:4][CH:3]=1.[OH-].[Na+].Br[CH2:12][C:13]1[O:17][N:16]=[CH:15][CH:14]=1. Product: [O:17]1[C:13]([CH2:12][S:8][C:5]2[CH:6]=[CH:7][C:2]([NH2:1])=[CH:3][CH:4]=2)=[CH:14][CH:15]=[N:16]1. The catalyst class is: 24. (4) Reactant: [CH3:1][O:2][C:3]([C@@H:5]1[CH2:10][CH2:9][C@@H:8]([OH:11])[CH2:7][C@H:6]1[C:12]([O:14][CH2:15][C:16]1[CH:21]=[CH:20][CH:19]=[CH:18][CH:17]=1)=[O:13])=[O:4].[CH3:22][C:23]([Si:26](Cl)([C:33]1[CH:38]=[CH:37][CH:36]=[CH:35][CH:34]=1)[C:27]1[CH:32]=[CH:31][CH:30]=[CH:29][CH:28]=1)([CH3:25])[CH3:24].N1C=CN=C1. Product: [CH3:1][O:2][C:3]([C@@H:5]1[CH2:10][CH2:9][C@@H:8]([O:11][Si:26]([C:23]([CH3:25])([CH3:24])[CH3:22])([C:33]2[CH:34]=[CH:35][CH:36]=[CH:37][CH:38]=2)[C:27]2[CH:32]=[CH:31][CH:30]=[CH:29][CH:28]=2)[CH2:7][C@H:6]1[C:12]([O:14][CH2:15][C:16]1[CH:17]=[CH:18][CH:19]=[CH:20][CH:21]=1)=[O:13])=[O:4]. The catalyst class is: 85. (5) Reactant: C[O:2][C:3]([C:5]1[N:6]=[C:7]([NH2:14])[S:8][C:9]=1[C:10]1([CH3:13])[CH2:12][CH2:11]1)=[O:4].[C:15](O[C:15]([O:17][C:18]([CH3:21])([CH3:20])[CH3:19])=[O:16])([O:17][C:18]([CH3:21])([CH3:20])[CH3:19])=[O:16].C[Si](C)(C)[O-].[K+]. Product: [C:18]([O:17][C:15]([NH:14][C:7]1[S:8][C:9]([C:10]2([CH3:13])[CH2:12][CH2:11]2)=[C:5]([C:3]([OH:2])=[O:4])[N:6]=1)=[O:16])([CH3:21])([CH3:20])[CH3:19]. The catalyst class is: 877. (6) Reactant: [CH2:1]([N:3]1[CH2:7][CH2:6][C@@H:5]([CH2:8][C:9]2[CH:14]=[C:13]([F:15])[CH:12]=[CH:11][C:10]=2[S:16]([NH:19][C:20]2[C:29]([C:30]([O:32]C)=[O:31])=[C:28]3[C:23]([CH:24]4[CH2:34][CH:25]4[CH2:26][O:27]3)=[C:22]([F:35])[CH:21]=2)(=[O:18])=[O:17])[CH2:4]1)[CH3:2].O.[OH-].[Li+].O1CCOCC1. Product: [CH2:1]([N:3]1[CH2:7][CH2:6][C@@H:5]([CH2:8][C:9]2[CH:14]=[C:13]([F:15])[CH:12]=[CH:11][C:10]=2[S:16]([NH:19][C:20]2[C:29]([C:30]([OH:32])=[O:31])=[C:28]3[C:23]([CH:24]4[CH2:34][CH:25]4[CH2:26][O:27]3)=[C:22]([F:35])[CH:21]=2)(=[O:18])=[O:17])[CH2:4]1)[CH3:2]. The catalyst class is: 6.